This data is from Catalyst prediction with 721,799 reactions and 888 catalyst types from USPTO. The task is: Predict which catalyst facilitates the given reaction. (1) Reactant: [NH2:1][C:2]1[N:7]=[CH:6][N:5]=[C:4]2[N:8]([C@@H:23]3[CH2:27][N:26]([C:28]([O:30][C:31]([CH3:34])([CH3:33])[CH3:32])=[O:29])[C@H:25]([CH2:35][O:36][Si](C(C)(C)C)(C4C=CC=CC=4)C4C=CC=CC=4)[CH2:24]3)[N:9]=[C:10]([C:11]#[C:12][C:13]3[CH:18]=[C:17]([O:19][CH3:20])[CH:16]=[C:15]([O:21][CH3:22])[CH:14]=3)[C:3]=12.[F-].C([N+](CCCC)(CCCC)CCCC)CCC. Product: [NH2:1][C:2]1[N:7]=[CH:6][N:5]=[C:4]2[N:8]([C@@H:23]3[CH2:27][N:26]([C:28]([O:30][C:31]([CH3:32])([CH3:33])[CH3:34])=[O:29])[C@H:25]([CH2:35][OH:36])[CH2:24]3)[N:9]=[C:10]([C:11]#[C:12][C:13]3[CH:14]=[C:15]([O:21][CH3:22])[CH:16]=[C:17]([O:19][CH3:20])[CH:18]=3)[C:3]=12. The catalyst class is: 1. (2) Reactant: [CH3:1][O:2][C:3]1[CH:8]=[C:7]([O:9][CH3:10])[N:6]=[C:5]([N:11]2[C:20](=[O:21])[C:19]3[C:14](=[CH:15][C:16]([C:22](O)=[O:23])=[CH:17][CH:18]=3)[NH:13][C:12]2=[S:25])[N:4]=1.C[N:27](C(ON1N=NC2C=CC=NC1=2)=[N+](C)C)C.F[P-](F)(F)(F)(F)F.CCN(C(C)C)C(C)C.N.CO. Product: [CH3:1][O:2][C:3]1[CH:8]=[C:7]([O:9][CH3:10])[N:6]=[C:5]([N:11]2[C:20](=[O:21])[C:19]3[C:14](=[CH:15][C:16]([C:22]([NH2:27])=[O:23])=[CH:17][CH:18]=3)[NH:13][C:12]2=[S:25])[N:4]=1. The catalyst class is: 3. (3) Reactant: [H-].[Na+].[Br:3][C:4]1[C:16](=[O:17])[NH:15][C:7]2[N:8]=[C:9]([S:13][CH3:14])[N:10]=[C:11]([CH3:12])[C:6]=2[CH:5]=1.I[CH:19]([CH3:21])[CH3:20]. Product: [Br:3][C:4]1[C:16](=[O:17])[N:15]([CH:19]([CH3:21])[CH3:20])[C:7]2[N:8]=[C:9]([S:13][CH3:14])[N:10]=[C:11]([CH3:12])[C:6]=2[CH:5]=1. The catalyst class is: 3. (4) Reactant: S[C:2]1[N:3]=[C:4]([N:16]2[CH2:21][CH2:20][O:19][CH2:18][CH2:17]2)[C:5]2[CH2:6][CH2:7][C:8]([CH3:15])([CH3:14])[CH2:9][C:10]=2[C:11]=1[C:12]#[N:13].BrCC[OH:25]. Product: [CH3:14][C:8]1([CH3:15])[CH2:7][CH2:6][C:5]2[C:10](=[C:11]([C:12]#[N:13])[C:2](=[O:25])[NH:3][C:4]=2[N:16]2[CH2:21][CH2:20][O:19][CH2:18][CH2:17]2)[CH2:9]1. The catalyst class is: 562. (5) Reactant: [CH2:1]([N:6]1[C:14]2[N:13]=[CH:12][NH:11][C:10]=2[C:9](=[O:15])[NH:8][C:7]1=S)[CH2:2][CH2:3][CH2:4][CH3:5].[NH2:17][NH2:18]. Product: [CH2:1]([N:6]1[C:14]2[N:13]=[CH:12][NH:11][C:10]=2[C:9](=[O:15])[NH:8]/[C:7]/1=[N:17]\[NH2:18])[CH2:2][CH2:3][CH2:4][CH3:5]. The catalyst class is: 6. (6) Product: [Cl:27][C:23]1[N:22]=[C:21]([N:18]2[CH2:19][CH2:20][NH:15][CH2:16][C:17]2=[O:28])[CH:26]=[CH:25][CH:24]=1. Reactant: ClC(OC(Cl)=O)C.C1(C[N:15]2[CH2:20][CH2:19][N:18]([C:21]3[CH:26]=[CH:25][CH:24]=[C:23]([Cl:27])[N:22]=3)[C:17](=[O:28])[CH2:16]2)C=CC=CC=1. The catalyst class is: 4. (7) Reactant: [NH:1]1[C:5]2=[N:6][CH:7]=[C:8]([O:10][C:11]3[CH:37]=[C:36]([N:38]4[CH2:43][CH2:42][N:41]([CH2:44][C:45]5[CH2:50][CH2:49][C:48]([CH3:52])([CH3:51])[CH2:47][C:46]=5[C:53]5[CH:58]=[CH:57][C:56]([Cl:59])=[CH:55][CH:54]=5)[CH2:40][CH2:39]4)[CH:35]=[CH:34][C:12]=3[C:13]([NH:15][S:16]([C:19]3[CH:24]=[CH:23][C:22]([NH:25][CH2:26][CH:27]4[CH2:30][NH:29][CH2:28]4)=[C:21]([N+:31]([O-:33])=[O:32])[CH:20]=3)(=[O:18])=[O:17])=[O:14])[CH:9]=[C:4]2[CH:3]=[CH:2]1.C(O[BH-](OC(=O)C)OC(=O)C)(=O)C.[Na+].[F:74][CH2:75][C:76](=O)[CH2:77][F:78]. Product: [Cl:59][C:56]1[CH:55]=[CH:54][C:53]([C:46]2[CH2:47][C:48]([CH3:52])([CH3:51])[CH2:49][CH2:50][C:45]=2[CH2:44][N:41]2[CH2:42][CH2:43][N:38]([C:36]3[CH:35]=[CH:34][C:12]([C:13]([NH:15][S:16]([C:19]4[CH:24]=[CH:23][C:22]([NH:25][CH2:26][CH:27]5[CH2:30][N:29]([CH:76]([CH2:77][F:78])[CH2:75][F:74])[CH2:28]5)=[C:21]([N+:31]([O-:33])=[O:32])[CH:20]=4)(=[O:18])=[O:17])=[O:14])=[C:11]([O:10][C:8]4[CH:9]=[C:4]5[CH:3]=[CH:2][NH:1][C:5]5=[N:6][CH:7]=4)[CH:37]=3)[CH2:39][CH2:40]2)=[CH:58][CH:57]=1. The catalyst class is: 4.